This data is from NCI-60 drug combinations with 297,098 pairs across 59 cell lines. The task is: Regression. Given two drug SMILES strings and cell line genomic features, predict the synergy score measuring deviation from expected non-interaction effect. (1) Drug 1: CC1C(C(=O)NC(C(=O)N2CCCC2C(=O)N(CC(=O)N(C(C(=O)O1)C(C)C)C)C)C(C)C)NC(=O)C3=C4C(=C(C=C3)C)OC5=C(C(=O)C(=C(C5=N4)C(=O)NC6C(OC(=O)C(N(C(=O)CN(C(=O)C7CCCN7C(=O)C(NC6=O)C(C)C)C)C)C(C)C)C)N)C. Drug 2: COC1=NC(=NC2=C1N=CN2C3C(C(C(O3)CO)O)O)N. Cell line: A498. Synergy scores: CSS=-2.40, Synergy_ZIP=3.64, Synergy_Bliss=4.18, Synergy_Loewe=-2.80, Synergy_HSA=-2.18. (2) Drug 1: CN1CCC(CC1)COC2=C(C=C3C(=C2)N=CN=C3NC4=C(C=C(C=C4)Br)F)OC. Drug 2: CCC1=C2CN3C(=CC4=C(C3=O)COC(=O)C4(CC)O)C2=NC5=C1C=C(C=C5)O. Cell line: SN12C. Synergy scores: CSS=51.4, Synergy_ZIP=1.27, Synergy_Bliss=0.850, Synergy_Loewe=-22.1, Synergy_HSA=3.91. (3) Drug 1: CC1=C(C(=CC=C1)Cl)NC(=O)C2=CN=C(S2)NC3=CC(=NC(=N3)C)N4CCN(CC4)CCO. Drug 2: CCN(CC)CCCC(C)NC1=C2C=C(C=CC2=NC3=C1C=CC(=C3)Cl)OC. Cell line: OVCAR-5. Synergy scores: CSS=27.1, Synergy_ZIP=-10.2, Synergy_Bliss=-3.06, Synergy_Loewe=-1.88, Synergy_HSA=-0.718. (4) Drug 1: CN(C(=O)NC(C=O)C(C(C(CO)O)O)O)N=O. Drug 2: C1CN(P(=O)(OC1)NCCCl)CCCl. Cell line: M14. Synergy scores: CSS=6.29, Synergy_ZIP=-2.52, Synergy_Bliss=1.03, Synergy_Loewe=3.00, Synergy_HSA=1.08. (5) Drug 1: C1CCN(CC1)CCOC2=CC=C(C=C2)C(=O)C3=C(SC4=C3C=CC(=C4)O)C5=CC=C(C=C5)O. Drug 2: CC1=C(C(=CC=C1)Cl)NC(=O)C2=CN=C(S2)NC3=CC(=NC(=N3)C)N4CCN(CC4)CCO. Cell line: NCI-H460. Synergy scores: CSS=20.4, Synergy_ZIP=10.3, Synergy_Bliss=7.37, Synergy_Loewe=18.5, Synergy_HSA=5.54.